Dataset: Full USPTO retrosynthesis dataset with 1.9M reactions from patents (1976-2016). Task: Predict the reactants needed to synthesize the given product. (1) The reactants are: [NH2:1][C:2]1[C:11]2[CH:10]=[CH:9][CH:8]=[C:7](Br)[C:6]=2[N:5]=[C:4]2[CH2:13][N:14]([CH:17]3[CH2:20][CH2:19][CH2:18]3)[C:15](=[O:16])[C:3]=12.[F:21][C:22]1[C:27]([Sn](CCCC)(CCCC)CCCC)=[N:26][CH:25]=[CH:24][N:23]=1. Given the product [NH2:1][C:2]1[C:11]2[CH:10]=[CH:9][CH:8]=[C:7]([C:27]3[C:22]([F:21])=[N:23][CH:24]=[CH:25][N:26]=3)[C:6]=2[N:5]=[C:4]2[CH2:13][N:14]([CH:17]3[CH2:20][CH2:19][CH2:18]3)[C:15](=[O:16])[C:3]=12, predict the reactants needed to synthesize it. (2) The reactants are: C([O:3][C:4](=[O:26])[CH2:5][O:6][C:7]1[CH:12]=[C:11]([O:13][C:14]2[CH:23]=[CH:22][C:17]3[B:18]([OH:21])[O:19][CH2:20][C:16]=3[CH:15]=2)[CH:10]=[CH:9][C:8]=1[C:24]#[N:25])C.[Li+].[OH-].O.Cl. Given the product [C:24]([C:8]1[CH:9]=[CH:10][C:11]([O:13][C:14]2[CH:23]=[CH:22][C:17]3[B:18]([OH:21])[O:19][CH2:20][C:16]=3[CH:15]=2)=[CH:12][C:7]=1[O:6][CH2:5][C:4]([OH:26])=[O:3])#[N:25], predict the reactants needed to synthesize it. (3) Given the product [Cl:4][C:5]1[N:6]=[CH:7][C:8]([CH2:11][NH:3][CH2:1][CH3:2])=[CH:9][CH:10]=1, predict the reactants needed to synthesize it. The reactants are: [CH2:1]([NH2:3])[CH3:2].[Cl:4][C:5]1[CH:10]=[CH:9][C:8]([CH2:11]Cl)=[CH:7][N:6]=1.O. (4) The reactants are: [CH3:1][C:2]([CH3:7])([CH3:6])[CH2:3][CH:4]=O.[O:8]1[CH2:13][CH2:12][N:11]([CH2:14][CH2:15][NH2:16])[CH2:10][CH2:9]1.[S-:17][C:18]#[N:19].[K+].II. Given the product [C:2]([C:3]1[S:17][C:18](=[NH:19])[N:16]([CH2:15][CH2:14][N:11]2[CH2:12][CH2:13][O:8][CH2:9][CH2:10]2)[CH:4]=1)([CH3:7])([CH3:6])[CH3:1], predict the reactants needed to synthesize it. (5) The reactants are: COC1C=CC(C[O:8][C:9]2[CH:10]=[CH:11][C:12]3[N:13]([CH:15]=[C:16]([NH:18][C:19]([CH:21]4[CH2:23][CH2:22]4)=[O:20])[N:17]=3)[CH:14]=2)=CC=1.C1(OC)C=CC=CC=1.FC(F)(F)C(O)=O.C(=O)([O-])O.[Na+]. Given the product [OH:8][C:9]1[CH:10]=[CH:11][C:12]2[N:13]([CH:15]=[C:16]([NH:18][C:19]([CH:21]3[CH2:22][CH2:23]3)=[O:20])[N:17]=2)[CH:14]=1, predict the reactants needed to synthesize it. (6) The reactants are: [Br:1][C:2]1[CH:3]=[CH:4][C:5]([O:10][CH2:11][CH3:12])=[C:6]([CH:9]=1)[CH2:7]O.Cl.[F:14][C:15]1[CH:20]=[CH:19][C:18]([CH:21]([C:29]2[CH:34]=[CH:33][C:32]([F:35])=[CH:31][CH:30]=2)[CH:22]2[C:27](=[O:28])[CH2:26][CH2:25][NH:24][CH2:23]2)=[CH:17][CH:16]=1.C(N(C(C)C)CC)(C)C.C(=O)(O)[O-].[Na+]. Given the product [F:14][C:15]1[CH:20]=[CH:19][C:18]([CH:21]([C:29]2[CH:30]=[CH:31][C:32]([F:35])=[CH:33][CH:34]=2)[CH:22]2[C:27](=[O:28])[CH2:26][CH2:25][N:24]([CH2:7][C:6]3[CH:9]=[C:2]([Br:1])[CH:3]=[CH:4][C:5]=3[O:10][CH2:11][CH3:12])[CH2:23]2)=[CH:17][CH:16]=1, predict the reactants needed to synthesize it.